From a dataset of Forward reaction prediction with 1.9M reactions from USPTO patents (1976-2016). Predict the product of the given reaction. (1) Given the reactants [C:1]1([C:7]2[O:8][C:9]3[N:10]=[CH:11][N:12]=[C:13](O)[C:14]=3[N:15]=2)[CH:6]=[CH:5][CH:4]=[CH:3][CH:2]=1.O=P(Cl)(Cl)[Cl:19], predict the reaction product. The product is: [Cl:19][C:13]1[C:14]2[N:15]=[C:7]([C:1]3[CH:6]=[CH:5][CH:4]=[CH:3][CH:2]=3)[O:8][C:9]=2[N:10]=[CH:11][N:12]=1. (2) Given the reactants [Cl:1][C:2]1[CH:3]=[C:4]([CH:9]=[CH:10][C:11]=1[CH:12]=O)[C:5]([O:7][CH3:8])=[O:6].[NH2:14][CH2:15][CH2:16][C:17]1[C:25]2[C:20](=[CH:21][CH:22]=[CH:23][CH:24]=2)[NH:19][CH:18]=1.[CH3:26][C:27]([CH2:29][C:30]([C:32](OC)=[O:33])=[O:31])=[O:28], predict the reaction product. The product is: [NH:19]1[C:20]2[C:25](=[CH:24][CH:23]=[CH:22][CH:21]=2)[C:17]([CH2:16][CH2:15][N:14]2[C:32](=[O:33])[C:30]([OH:31])=[C:29]([C:27](=[O:28])[CH3:26])[CH:12]2[C:11]2[CH:10]=[CH:9][C:4]([C:5]([O:7][CH3:8])=[O:6])=[CH:3][C:2]=2[Cl:1])=[CH:18]1. (3) Given the reactants [F:1][C:2]([F:22])([F:21])[O:3][C:4]1[CH:9]=[CH:8][C:7]([S:10]([N:13]2[CH2:18][CH2:17][C:16](=[N:19][OH:20])[CH2:15][CH2:14]2)(=[O:12])=[O:11])=[CH:6][CH:5]=1.Cl[CH2:24][C:25]([N:27]([CH2:30][CH3:31])[CH2:28][CH3:29])=[O:26].C(=O)([O-])[O-].[K+].[K+].[I-].[K+], predict the reaction product. The product is: [CH2:28]([N:27]([CH2:30][CH3:31])[C:25](=[O:26])[CH2:24][O:20][N:19]=[C:16]1[CH2:17][CH2:18][N:13]([S:10]([C:7]2[CH:6]=[CH:5][C:4]([O:3][C:2]([F:1])([F:21])[F:22])=[CH:9][CH:8]=2)(=[O:12])=[O:11])[CH2:14][CH2:15]1)[CH3:29]. (4) Given the reactants [Cl:1][C:2]1[CH:3]=[CH:4][C:5]2[N:6]([C:8]([C:11]3[CH:16]=[CH:15][C:14]([N+:17]([O-])=O)=[CH:13][C:12]=3[O:20][CH3:21])=[CH:9][N:10]=2)[N:7]=1.O.O.Cl[Sn]Cl.C([O-])(O)=O.[Na+], predict the reaction product. The product is: [Cl:1][C:2]1[CH:3]=[CH:4][C:5]2[N:6]([C:8]([C:11]3[CH:16]=[CH:15][C:14]([NH2:17])=[CH:13][C:12]=3[O:20][CH3:21])=[CH:9][N:10]=2)[N:7]=1. (5) Given the reactants O[CH:2]=[C:3]1[C:11]2[C:6](=[CH:7][C:8]([C:12]([C:14]3[CH:19]=[CH:18][C:17]([NH:20][C:21](=[O:23])[CH3:22])=[CH:16][CH:15]=3)=[O:13])=[CH:9][CH:10]=2)[NH:5][C:4]1=[O:24].[NH2:25][C:26]1[CH:27]=[CH:28][C:29]([O:33][CH3:34])=[C:30]([OH:32])[CH:31]=1, predict the reaction product. The product is: [OH:32][C:30]1[CH:31]=[C:26]([NH:25][CH:2]=[C:3]2[C:11]3[C:6](=[CH:7][C:8]([C:12]([C:14]4[CH:19]=[CH:18][C:17]([NH:20][C:21](=[O:23])[CH3:22])=[CH:16][CH:15]=4)=[O:13])=[CH:9][CH:10]=3)[NH:5][C:4]2=[O:24])[CH:27]=[CH:28][C:29]=1[O:33][CH3:34]. (6) Given the reactants [NH2:1][C:2]1[C:7]([NH2:8])=[CH:6][CH:5]=[CH:4][N:3]=1.[CH2:9]([O:11][C:12](=[O:18])[C:13](=O)[CH:14](Br)[CH3:15])[CH3:10].C(=O)([O-])[O-].[Na+].[Na+], predict the reaction product. The product is: [NH2:8][C:7]1[C:2]2[N:3]([C:14]([CH3:15])=[C:13]([C:12]([O:11][CH2:9][CH3:10])=[O:18])[N:1]=2)[CH:4]=[CH:5][CH:6]=1. (7) Given the reactants Br.[NH2:2][C:3]1[C:11]([OH:12])=[CH:10][CH:9]=[CH:8][C:4]=1[C:5]([OH:7])=[O:6].C(N(CC)CC)C.Cl.[C:21]([N:24]1[CH2:29][CH2:28][CH:27]([C:30](Cl)=O)[CH2:26][CH2:25]1)(=[O:23])[CH3:22].O.C1(C)C=CC(S(O)(=O)=O)=CC=1, predict the reaction product. The product is: [C:21]([N:24]1[CH2:29][CH2:28][CH:27]([C:30]2[O:12][C:11]3[C:3](=[C:4]([C:5]([OH:7])=[O:6])[CH:8]=[CH:9][CH:10]=3)[N:2]=2)[CH2:26][CH2:25]1)(=[O:23])[CH3:22]. (8) Given the reactants [CH2:1]1[C:9]2[C:4](=[CH:5][CH:6]=[CH:7][CH:8]=2)[CH2:3][CH:2]1[C@H:10]1[NH:15][C:14](=[O:16])[C@@H:13]([CH:17]([CH2:20][CH3:21])[CH2:18][CH3:19])[N:12]([CH2:22][C:23]2[CH:30]=[CH:29][CH:28]=[CH:27][C:24]=2[CH:25]=O)[C:11]1=[O:31].[NH:32]1[CH2:37][CH2:36][O:35][CH2:34][CH2:33]1.C(O[BH-](OC(=O)C)OC(=O)C)(=O)C.[Na+], predict the reaction product. The product is: [CH2:1]1[C:9]2[C:4](=[CH:5][CH:6]=[CH:7][CH:8]=2)[CH2:3][CH:2]1[C@H:10]1[NH:15][C:14](=[O:16])[C@@H:13]([CH:17]([CH2:18][CH3:19])[CH2:20][CH3:21])[N:12]([CH2:22][C:23]2[CH:30]=[CH:29][CH:28]=[CH:27][C:24]=2[CH2:25][N:32]2[CH2:37][CH2:36][O:35][CH2:34][CH2:33]2)[C:11]1=[O:31]. (9) Given the reactants [CH3:1][N:2]1[CH:7]2[CH2:8][CH2:9][CH:3]1[CH2:4][CH:5]([N:10]1[CH2:15][CH2:14][NH:13][CH2:12][CH2:11]1)[CH2:6]2.[NH2:16][C:17]1[C:48]([C:49]([F:52])([F:51])[F:50])=[CH:47][C:20]([CH2:21][C@@H:22]([CH2:26][C:27](=[O:46])[N:28]2[CH2:33][CH2:32][CH:31]([N:34]3[CH2:40][CH2:39][C:38]4[CH:41]=[CH:42][CH:43]=[CH:44][C:37]=4[NH:36][C:35]3=[O:45])[CH2:30][CH2:29]2)[C:23](O)=[O:24])=[CH:19][C:18]=1[Cl:53].CN(C(ON1N=NC2C=CC=CC1=2)=[N+](C)C)C.[B-](F)(F)(F)F.C(N(C(C)C)C(C)C)C.C([O-])([O-])=O.[K+].[K+], predict the reaction product. The product is: [NH2:16][C:17]1[C:48]([C:49]([F:51])([F:50])[F:52])=[CH:47][C:20]([CH2:21][C@@H:22]([CH2:26][C:27]([N:28]2[CH2:33][CH2:32][CH:31]([N:34]3[CH2:40][CH2:39][C:38]4[CH:41]=[CH:42][CH:43]=[CH:44][C:37]=4[NH:36][C:35]3=[O:45])[CH2:30][CH2:29]2)=[O:46])[C:23]([N:13]2[CH2:14][CH2:15][N:10]([CH:5]3[CH2:6][CH:7]4[N:2]([CH3:1])[CH:3]([CH2:9][CH2:8]4)[CH2:4]3)[CH2:11][CH2:12]2)=[O:24])=[CH:19][C:18]=1[Cl:53]. (10) The product is: [Cl:1][CH2:2][C:3]([O:5]/[N:6]=[C:7](/[C:8]1[CH:13]=[N:21][CH:20]=[CH:18][N:17]=1)\[NH2:15])=[O:4]. Given the reactants [Cl:1][CH2:2][C:3]([O:5]/[N:6]=[C:7](\[NH2:15])/[C:8]1[CH:13]=CC(C)=CC=1)=[O:4].O[NH:17][C:18]([C:20]1C=NC=C[N:21]=1)=N.ClCC(Cl)=O, predict the reaction product.